From a dataset of Reaction yield outcomes from USPTO patents with 853,638 reactions. Predict the reaction yield, written as a fraction of the theoretical maximum amount of product (1.0 means a 100% yield; for example, 0.34 means a 34% yield). (1) The reactants are [CH3:1][O:2][C:3]1[N:8]=[C:7]([C:9]([O:11][CH3:12])=[O:10])[C:6]([NH:13][C:14]([C:16]2[C:25]3[C:20](=[CH:21][CH:22]=[CH:23][CH:24]=3)[C:19]([CH3:26])=[CH:18][CH:17]=2)=[O:15])=[CH:5][CH:4]=1.BrN1C(=O)CCC1=O.C(OOC(=O)C1C=CC=CC=1)(=O)C1C=CC=CC=1.[NH:53]1[CH:57]=[CH:56][N:55]=[N:54]1. The catalyst is C(Cl)(Cl)(Cl)Cl.CN(C=O)C. The product is [CH3:1][O:2][C:3]1[N:8]=[C:7]([C:9]([O:11][CH3:12])=[O:10])[C:6]([NH:13][C:14]([C:16]2[C:25]3[C:20](=[CH:21][CH:22]=[CH:23][CH:24]=3)[C:19]([CH2:26][N:53]3[CH:57]=[CH:56][N:55]=[N:54]3)=[CH:18][CH:17]=2)=[O:15])=[CH:5][CH:4]=1. The yield is 0.720. (2) The reactants are [Cl-].[Al+3].[Cl-].[Cl-].[C:5]1([CH2:11][C:12]([N:14]=[C:15]=[S:16])=[O:13])[CH:10]=[CH:9][CH:8]=[CH:7][CH:6]=1. The catalyst is ClC(Cl)C(Cl)Cl. The product is [S:16]=[C:15]1[C:10]2[C:5](=[CH:6][CH:7]=[CH:8][CH:9]=2)[CH2:11][C:12](=[O:13])[NH:14]1. The yield is 0.580. (3) The reactants are C(OC([N:8]1[CH2:13][CH2:12][CH:11]([NH:14][C:15]2[CH:20]=[CH:19][CH:18]=[CH:17][C:16]=2[OH:21])[CH2:10][CH2:9]1)=O)(C)(C)C.[ClH:22]. The catalyst is CCOC(C)=O.C(OCC)C. The product is [ClH:22].[NH:8]1[CH2:9][CH2:10][CH:11]([NH:14][C:15]2[CH:20]=[CH:19][CH:18]=[CH:17][C:16]=2[OH:21])[CH2:12][CH2:13]1. The yield is 0.950. (4) The reactants are [CH3:1][NH:2][CH3:3].[NH:4]([C:11]1[C:16]([Br:17])=[CH:15][N:14]=[C:13]([NH:18][C:19]2[CH:24]=[CH:23][C:22]([NH:25][C:26](=[O:30])[CH2:27][CH2:28]Cl)=[CH:21][CH:20]=2)[N:12]=1)[C:5]1[CH:10]=[CH:9][CH:8]=[CH:7][CH:6]=1. The catalyst is O1CCCC1.CN(C=O)C.C(Cl)Cl. The product is [NH:4]([C:11]1[C:16]([Br:17])=[CH:15][N:14]=[C:13]([NH:18][C:19]2[CH:24]=[CH:23][C:22]([NH:25][C:26](=[O:30])[CH2:27][CH2:28][N:2]([CH3:3])[CH3:1])=[CH:21][CH:20]=2)[N:12]=1)[C:5]1[CH:10]=[CH:9][CH:8]=[CH:7][CH:6]=1. The yield is 0.0900. (5) The reactants are [N:1]1([CH2:6][CH2:7][NH:8][CH:9]2[C:18]3[N:17]=[CH:16][CH:15]=[CH:14][C:13]=3[CH2:12][CH2:11][CH2:10]2)[CH:5]=[CH:4][N:3]=[CH:2]1.[C:19]([O:23][C:24]([N:26]1[C:30]2[CH:31]=[CH:32][CH:33]=[CH:34][C:29]=2[N:28]=[C:27]1[CH2:35]Cl)=[O:25])([CH3:22])([CH3:21])[CH3:20].[I-].[K+].C(N(CC)C(C)C)(C)C.C([O-])(O)=O.[Na+]. The catalyst is C(#N)C. The product is [C:19]([O:23][C:24]([N:26]1[C:30]2[CH:31]=[CH:32][CH:33]=[CH:34][C:29]=2[N:28]=[C:27]1[CH2:35][N:8]([CH2:7][CH2:6][N:1]1[CH:5]=[CH:4][N:3]=[CH:2]1)[CH:9]1[C:18]2[N:17]=[CH:16][CH:15]=[CH:14][C:13]=2[CH2:12][CH2:11][CH2:10]1)=[O:25])([CH3:22])([CH3:21])[CH3:20]. The yield is 0.120. (6) The reactants are CON(C)[C:4](=[O:12])[C:5]1[CH:10]=[CH:9][CH:8]=[C:7]([CH3:11])[CH:6]=1.[CH:14]1([Mg]Br)[CH2:16][CH2:15]1. The catalyst is C1COCC1. The product is [CH:14]1([C:4]([C:5]2[CH:6]=[C:7]([CH3:11])[CH:8]=[CH:9][CH:10]=2)=[O:12])[CH2:16][CH2:15]1. The yield is 1.00. (7) The reactants are [F:1][C:2]1([F:35])[O:6][C:5]2[CH:7]=[CH:8][C:9]([C:11]3([C:14]([NH:16][C@H:17]4[CH2:22][C:21]([CH3:24])([CH3:23])[O:20][C@@H:19]([C:25]5[CH:34]=[CH:33][C:28]([C:29]([O:31]C)=[O:30])=[CH:27][CH:26]=5)[CH2:18]4)=[O:15])[CH2:13][CH2:12]3)=[CH:10][C:4]=2[O:3]1.FC1(F)OC2C=CC(C3(C(N[C@H]4CCO[C@@H](C5C=C(C=CC=5)C(OC)=O)C4)=O)CC3)=CC=2O1. No catalyst specified. The product is [F:35][C:2]1([F:1])[O:6][C:5]2[CH:7]=[CH:8][C:9]([C:11]3([C:14]([NH:16][C@H:17]4[CH2:22][C:21]([CH3:24])([CH3:23])[O:20][C@@H:19]([C:25]5[CH:26]=[CH:27][C:28]([C:29]([OH:31])=[O:30])=[CH:33][CH:34]=5)[CH2:18]4)=[O:15])[CH2:12][CH2:13]3)=[CH:10][C:4]=2[O:3]1. The yield is 0.890.